From a dataset of Forward reaction prediction with 1.9M reactions from USPTO patents (1976-2016). Predict the product of the given reaction. The product is: [CH3:3][CH:2]([CH3:4])[C:1]([NH:6][C:7]1[CH:12]=[CH:11][CH:10]=[C:9]([CH:13]2[CH2:18][CH2:17][NH:16][CH2:15][CH2:14]2)[CH:8]=1)=[O:5]. Given the reactants [C:1]([NH:6][C:7]1[CH:8]=[C:9]([CH:13]2[CH2:18][CH2:17][N:16](C(OC(C)(C)C)=O)[CH2:15][CH2:14]2)[CH:10]=[CH:11][CH:12]=1)(=[O:5])[CH:2]([CH3:4])[CH3:3].Cl, predict the reaction product.